Dataset: Reaction yield outcomes from USPTO patents with 853,638 reactions. Task: Predict the reaction yield, written as a fraction of the theoretical maximum amount of product (1.0 means a 100% yield; for example, 0.34 means a 34% yield). (1) The reactants are [CH:1]1[C:6]2[C:7](=[O:16])[NH:8][C:9]3[CH:15]=[CH:14][CH:13]=[CH:12][C:10]=3[S:11][C:5]=2[CH:4]=[CH:3][CH:2]=1.[H-].[Na+].Br[CH2:20][CH2:21][CH2:22][CH2:23][CH2:24][CH2:25][C:26]([O:28][CH2:29][CH3:30])=[O:27]. The catalyst is CN(C=O)C. The product is [O:16]=[C:7]1[C:6]2[CH:1]=[CH:2][CH:3]=[CH:4][C:5]=2[S:11][C:10]2[CH:12]=[CH:13][CH:14]=[CH:15][C:9]=2[N:8]1[CH2:20][CH2:21][CH2:22][CH2:23][CH2:24][CH2:25][C:26]([O:28][CH2:29][CH3:30])=[O:27]. The yield is 0.690. (2) The reactants are [CH3:1][C:2]1[S:15][C:14]2[C:4](=[C:5]([N:16]3[CH2:21][CH2:20][NH:19][CH2:18][CH2:17]3)[NH:6][C:7]3[C:12]([N:13]=2)=[CH:11][CH:10]=[CH:9][CH:8]=3)[CH:3]=1.[H-].[Na+].[CH3:24]I.O. The catalyst is O1CCCC1. The product is [CH3:1][C:2]1[S:15][C:14]2[NH:13][C:12]3[CH:11]=[CH:10][CH:9]=[CH:8][C:7]=3[N:6]=[C:5]([N:16]3[CH2:21][CH2:20][N:19]([CH3:24])[CH2:18][CH2:17]3)[C:4]=2[CH:3]=1. The yield is 0.980. (3) The reactants are C[O:2][C:3]1[CH:12]=[CH:11][C:10]2[NH:9][C:8](=[O:13])[C:7]3[S:14][CH:15]=[CH:16][C:6]=3[C:5]=2[C:4]=1[C:17]1[CH:31]=[CH:30][C:20]([CH2:21][NH:22]C(=O)OC(C)(C)C)=[CH:19][CH:18]=1.BrB(Br)Br. No catalyst specified. The product is [NH2:22][CH2:21][C:20]1[CH:19]=[CH:18][C:17]([C:4]2[C:5]3[C:6]4[CH:16]=[CH:15][S:14][C:7]=4[C:8](=[O:13])[NH:9][C:10]=3[CH:11]=[CH:12][C:3]=2[OH:2])=[CH:31][CH:30]=1. The yield is 0.600. (4) The product is [Cl:9][C:8]1[CH:7]=[CH:6][CH:5]=[C:3]2[C:2]=1[CH:1]=[N:22][NH:4]2. The reactants are [CH3:1][C:2]1[C:8]([Cl:9])=[CH:7][CH:6]=[CH:5][C:3]=1[NH2:4].C([O-])(=O)C.[K+].C(OC(=O)C)(=O)C.[N:22](OCCC(C)C)=O.[Li+].[OH-]. The catalyst is O.C1COCC1.C(Cl)(Cl)Cl. The yield is 1.00. (5) The reactants are [CH3:1][N:2]1[C:6]2=[CH:7][S:8][C:9]([C:10]([OH:12])=O)=[C:5]2[N:4]=[C:3]1[CH3:13].Cl.[F:15][C:16]([F:30])([F:29])[C:17]1[C:25]2[CH2:24][CH2:23][CH2:22][CH2:21][C:20]=2[N:19]([CH2:26][CH2:27][NH2:28])[N:18]=1.C1C=CC2N(O)N=NC=2C=1.C(N(CC)CC)C.CCN=C=NCCCN(C)C. The catalyst is O.CN(C=O)C. The product is [CH3:1][N:2]1[C:6]2=[CH:7][S:8][C:9]([C:10]([NH:28][CH2:27][CH2:26][N:19]3[C:20]4[CH2:21][CH2:22][CH2:23][CH2:24][C:25]=4[C:17]([C:16]([F:30])([F:29])[F:15])=[N:18]3)=[O:12])=[C:5]2[N:4]=[C:3]1[CH3:13]. The yield is 0.660.